From a dataset of Forward reaction prediction with 1.9M reactions from USPTO patents (1976-2016). Predict the product of the given reaction. (1) Given the reactants Br[C:2]1[CH:7]=[CH:6][C:5]([S:8]([NH:11][C:12]2[CH:17]=[CH:16][C:15]([Cl:18])=[CH:14][C:13]=2[C:19]2[N:23]([CH3:24])[C:22]([CH3:25])=[N:21][N:20]=2)(=[O:10])=[O:9])=[CH:4][C:3]=1[F:26].O.P([O-])([O-])([O-])=O.[K+].[K+].[K+].C1C=CC(P(C2C(C3C(P(C4C=CC=CC=4)C4C=CC=CC=4)=CC=C4C=3C=CC=C4)=C3C(C=CC=C3)=CC=2)C2C=CC=CC=2)=CC=1.[NH:82]1[CH2:87][CH2:86][O:85][CH2:84][CH2:83]1, predict the reaction product. The product is: [Cl:18][C:15]1[CH:16]=[CH:17][C:12]([NH:11][S:8]([C:5]2[CH:6]=[CH:7][C:2]([N:82]3[CH2:87][CH2:86][O:85][CH2:84][CH2:83]3)=[C:3]([F:26])[CH:4]=2)(=[O:10])=[O:9])=[C:13]([C:19]2[N:23]([CH3:24])[C:22]([CH3:25])=[N:21][N:20]=2)[CH:14]=1. (2) Given the reactants [Cl:1][C:2]1[CH:3]=[C:4]([C@@H:16]([CH2:20][CH:21]2[CH2:25][CH2:24][CH2:23][CH2:22]2)[C:17]([OH:19])=O)[CH:5]=[CH:6][C:7]=1[S:8]([CH:11]1[CH2:15][CH2:14][CH2:13][CH2:12]1)(=[O:10])=[O:9].C(Cl)(=O)C(Cl)=O.[NH2:32][C:33]1[CH:37]=[CH:36][N:35]([CH2:38][C:39]([CH3:42])([OH:41])[CH3:40])[N:34]=1.N1C(C)=CC=CC=1C, predict the reaction product. The product is: [Cl:1][C:2]1[CH:3]=[C:4]([C@@H:16]([CH2:20][CH:21]2[CH2:25][CH2:24][CH2:23][CH2:22]2)[C:17]([NH:32][C:33]2[CH:37]=[CH:36][N:35]([CH2:38][C:39]([OH:41])([CH3:40])[CH3:42])[N:34]=2)=[O:19])[CH:5]=[CH:6][C:7]=1[S:8]([CH:11]1[CH2:12][CH2:13][CH2:14][CH2:15]1)(=[O:9])=[O:10]. (3) Given the reactants [NH2:1][C:2]1[C:3]2[NH:10][CH:9]=[C:8]([CH2:11][NH:12][CH:13]([CH2:16][OH:17])[CH2:14][OH:15])[C:4]=2[N:5]=[CH:6][N:7]=1.[C:18](Cl)([O:20][CH2:21][CH:22]1[C:34]2[C:29](=[CH:30][CH:31]=[CH:32][CH:33]=2)[C:28]2[C:23]1=[CH:24][CH:25]=[CH:26][CH:27]=2)=[O:19], predict the reaction product. The product is: [NH2:1][C:2]1[C:3]2[NH:10][CH:9]=[C:8]([CH2:11][N:12]([CH:13]([CH2:14][OH:15])[CH2:16][OH:17])[C:18](=[O:19])[O:20][CH2:21][CH:22]3[C:34]4[CH:33]=[CH:32][CH:31]=[CH:30][C:29]=4[C:28]4[C:23]3=[CH:24][CH:25]=[CH:26][CH:27]=4)[C:4]=2[N:5]=[CH:6][N:7]=1.